From a dataset of Forward reaction prediction with 1.9M reactions from USPTO patents (1976-2016). Predict the product of the given reaction. (1) The product is: [NH2:1][C:2]1[N:3]=[C:4]([Cl:23])[C:5]2=[C:6]([N:8]([CH2:12][C:13]3[C:18]([CH3:19])=[C:17]([O:20][CH3:21])[C:16]([CH3:22])=[CH:15][N:14]=3)[C:9](=[O:11])/[C:10]/2=[CH:24]\[C:26]2[NH:30][CH:29]=[C:28]([C:31]([OH:33])=[O:32])[CH:27]=2)[N:7]=1. Given the reactants [NH2:1][C:2]1[N:3]=[C:4]([Cl:23])[C:5]2[CH2:10][C:9](=[O:11])[N:8]([CH2:12][C:13]3[C:18]([CH3:19])=[C:17]([O:20][CH3:21])[C:16]([CH3:22])=[CH:15][N:14]=3)[C:6]=2[N:7]=1.[CH:24]([C:26]1[NH:30][CH:29]=[C:28]([C:31]([OH:33])=[O:32])[CH:27]=1)=O.N1CCCCC1, predict the reaction product. (2) Given the reactants C(NC(C)C)(C)C.[Li]CCCC.CN(P(N(C)C)(N(C)C)=O)C.[Br:24][C:25]1[C:26]([C:30]([OH:32])=[O:31])=[CH:27][S:28][CH:29]=1.CON(C)[C:36]([C:38]1[CH:43]=[CH:42][N:41]=[CH:40][CH:39]=1)=[O:37], predict the reaction product. The product is: [Br:24][C:25]1[C:26]([C:30]([OH:32])=[O:31])=[C:27]([C:36](=[O:37])[C:38]2[CH:43]=[CH:42][N:41]=[CH:40][CH:39]=2)[S:28][CH:29]=1. (3) The product is: [Br:20][C:21]1[CH:26]=[CH:25][C:24]([CH2:27][CH:9]2[C:8](=[O:11])[CH:7]=[C:6]([O:5][CH2:1][CH:2]([CH3:4])[CH3:3])[CH2:10]2)=[CH:23][CH:22]=1. Given the reactants [CH2:1]([O:5][C:6]1[CH2:10][CH2:9][C:8](=[O:11])[CH:7]=1)[CH:2]([CH3:4])[CH3:3].C([N-]C(C)C)(C)C.[Li+].[Br:20][C:21]1[CH:26]=[CH:25][C:24]([CH2:27]Br)=[CH:23][CH:22]=1, predict the reaction product. (4) Given the reactants Cl.Cl.[O:3]1[C:8]2[CH:9]=[CH:10][CH:11]=[CH:12][C:7]=2[O:6][CH2:5][C@@H:4]1[C:13]1[CH:25]=[CH:24][C:16]([CH2:17][N:18]2[CH2:23][CH2:22][NH:21][CH2:20][CH2:19]2)=[CH:15][CH:14]=1.[CH3:26][O:27][C:28](=[O:37])[C:29]1[CH:34]=[CH:33][C:32]([CH:35]=O)=[CH:31][CH:30]=1.C([BH3-])#N.[Na+].CCN(C(C)C)C(C)C, predict the reaction product. The product is: [CH3:26][O:27][C:28](=[O:37])[C:29]1[CH:34]=[CH:33][C:32]([CH2:35][N:21]2[CH2:20][CH2:19][N:18]([CH2:17][C:16]3[CH:15]=[CH:14][C:13]([C@@H:4]4[O:3][C:8]5[CH:9]=[CH:10][CH:11]=[CH:12][C:7]=5[O:6][CH2:5]4)=[CH:25][CH:24]=3)[CH2:23][CH2:22]2)=[CH:31][CH:30]=1.